Dataset: Forward reaction prediction with 1.9M reactions from USPTO patents (1976-2016). Task: Predict the product of the given reaction. (1) The product is: [Cl:1][C:2]1[N:9]=[C:8]([C:10]2[CH:15]=[CH:14][C:13]([CH2:16][N:58]3[CH2:57][CH2:56][CH:55]([N:54]4[C:53]5[CH:61]=[CH:62][CH:63]=[CH:64][C:52]=5[NH:51][C:50]4=[O:49])[CH2:60][CH2:59]3)=[CH:12][CH:11]=2)[C:7]([C:17]2[CH:22]=[CH:21][CH:20]=[CH:19][CH:18]=2)=[CH:6][C:3]=1[C:4]#[N:5]. Given the reactants [Cl:1][C:2]1[N:9]=[C:8]([C:10]2[CH:15]=[CH:14][C:13]([CH3:16])=[CH:12][CH:11]=2)[C:7]([C:17]2[CH:22]=[CH:21][CH:20]=[CH:19][CH:18]=2)=[CH:6][C:3]=1[C:4]#[N:5].C1C(=O)N(Br)C(=O)C1.C(OOC(=O)C1C=CC=CC=1)(=O)C1C=CC=CC=1.[O:49]=[C:50]1[N:54]([CH:55]2[CH2:60][CH2:59][NH:58][CH2:57][CH2:56]2)[C:53]2[CH:61]=[CH:62][CH:63]=[CH:64][C:52]=2[NH:51]1.C(N(C(C)C)CC)(C)C, predict the reaction product. (2) Given the reactants Br[C:2]1[CH:14]=[C:13]([CH3:15])[CH:12]=[CH:11][C:3]=1[O:4][CH:5]1[CH2:10][CH2:9][CH2:8][CH2:7][O:6]1.CC1(C)C(C)(C)OB([C:24]2[CH:41]=[CH:40][C:27]([O:28][CH2:29][C:30]3[CH:39]=[CH:38][C:37]4[C:32](=[CH:33][CH:34]=[CH:35][CH:36]=4)[N:31]=3)=[CH:26][CH:25]=2)O1.C([O-])([O-])=O.[Cs+].[Cs+], predict the reaction product. The product is: [CH3:15][C:13]1[CH:12]=[CH:11][C:3]([O:4][CH:5]2[CH2:10][CH2:9][CH2:8][CH2:7][O:6]2)=[C:2]([C:24]2[CH:25]=[CH:26][C:27]([O:28][CH2:29][C:30]3[CH:39]=[CH:38][C:37]4[C:32](=[CH:33][CH:34]=[CH:35][CH:36]=4)[N:31]=3)=[CH:40][CH:41]=2)[CH:14]=1. (3) Given the reactants [F:1][C:2]1[CH:7]=[CH:6][C:5]([C:8]2[C:16]([C:17]3[CH:22]=[CH:21][N:20]=[C:19]([NH2:23])[CH:18]=3)=[C:11]3[CH2:12][CH2:13][CH2:14][CH2:15][N:10]3[N:9]=2)=[CH:4][CH:3]=1.CCN(C(C)C)C(C)C.[CH:33]1([C:36](Cl)=[O:37])[CH2:35][CH2:34]1.O.[O:40]1[CH2:44][CH2:43][CH2:42][CH2:41]1, predict the reaction product. The product is: [CH:33]1([C:36]([N:23]([C:19]2[CH:18]=[C:17]([C:16]3[C:8]([C:5]4[CH:6]=[CH:7][C:2]([F:1])=[CH:3][CH:4]=4)=[N:9][N:10]4[CH2:15][CH2:14][CH2:13][CH2:12][C:11]=34)[CH:22]=[CH:21][N:20]=2)[C:44]([CH:43]2[CH2:41][CH2:42]2)=[O:40])=[O:37])[CH2:35][CH2:34]1. (4) The product is: [NH2:1][C:4]1[CH:5]=[C:6]([C:10]2[N:14]=[C:13]([C@H:15]3[CH2:20][CH2:19][CH2:18][CH2:17][N:16]3[C:21](=[O:30])[CH2:22][O:23][C:24]3[CH:25]=[CH:26][CH:27]=[CH:28][CH:29]=3)[O:12][N:11]=2)[CH:7]=[CH:8][CH:9]=1. Given the reactants [N+:1]([C:4]1[CH:5]=[C:6]([C:10]2[N:14]=[C:13]([C@H:15]3[CH2:20][CH2:19][CH2:18][CH2:17][N:16]3[C:21](=[O:30])[CH2:22][O:23][C:24]3[CH:29]=[CH:28][CH:27]=[CH:26][CH:25]=3)[O:12][N:11]=2)[CH:7]=[CH:8][CH:9]=1)([O-])=O.[NH4+].[Cl-], predict the reaction product.